From a dataset of Catalyst prediction with 721,799 reactions and 888 catalyst types from USPTO. Predict which catalyst facilitates the given reaction. (1) Reactant: Br[CH2:2][CH2:3][CH2:4][CH2:5][N:6]1[CH:10]=[C:9]([C:11]2[CH:16]=[CH:15][CH:14]=[CH:13][CH:12]=2)[N:8]=[C:7]1[CH:17]=[O:18].N(/C(C)(CC)C#N)=N\C(C)(CC)C#N.C([SnH](CCCC)CCCC)CCC.CC(N=NC(C#N)(C)C)(C#N)C. Product: [C:11]1([C:9]2[N:8]=[C:7]([CH:17]=[O:18])[N:6]3[CH2:5][CH2:4][CH2:3][CH2:2][C:10]=23)[CH:16]=[CH:15][CH:14]=[CH:13][CH:12]=1. The catalyst class is: 10. (2) Reactant: [C:1]([O:5][C:6](=[O:34])[NH:7][CH2:8][CH2:9][CH2:10][NH:11][CH:12]([C:15]1[N:16]([CH2:26][C:27]2[CH:32]=[CH:31][CH:30]=[C:29]([F:33])[CH:28]=2)[C:17](=[O:25])[C:18]2[C:23]([CH3:24])=[N:22][S:21][C:19]=2[N:20]=1)[CH2:13][CH3:14])([CH3:4])([CH3:3])[CH3:2].C(N(C(C)C)CC)(C)C.[C:44]1([CH3:53])[CH:49]=[CH:48][C:47]([C:50](Cl)=[O:51])=[CH:46][CH:45]=1. Product: [C:1]([O:5][C:6](=[O:34])[NH:7][CH2:8][CH2:9][CH2:10][N:11]([CH:12]([C:15]1[N:16]([CH2:26][C:27]2[CH:32]=[CH:31][CH:30]=[C:29]([F:33])[CH:28]=2)[C:17](=[O:25])[C:18]2[C:23]([CH3:24])=[N:22][S:21][C:19]=2[N:20]=1)[CH2:13][CH3:14])[C:50](=[O:51])[C:47]1[CH:48]=[CH:49][C:44]([CH3:53])=[CH:45][CH:46]=1)([CH3:2])([CH3:3])[CH3:4]. The catalyst class is: 22. (3) Reactant: [H-].[Na+].[Cl:3][C:4]1[CH:5]=[C:6]([C:10]2[C:11]3[N:12]([C:25]([CH2:28][CH3:29])=[CH:26][CH:27]=3)[N:13]=[C:14]([CH2:23][OH:24])[C:15]=2[CH2:16][CH2:17][C:18]([O:20]CC)=[O:19])[CH:7]=[CH:8][CH:9]=1.Br.Br[CH2:32][C:33]1[CH:38]=[CH:37][N:36]=[CH:35][CH:34]=1. Product: [Cl:3][C:4]1[CH:5]=[C:6]([C:10]2[C:11]3[N:12]([C:25]([CH2:28][CH3:29])=[CH:26][CH:27]=3)[N:13]=[C:14]([CH2:23][O:24][CH2:32][C:33]3[CH:38]=[CH:37][N:36]=[CH:35][CH:34]=3)[C:15]=2[CH2:16][CH2:17][C:18]([OH:20])=[O:19])[CH:7]=[CH:8][CH:9]=1. The catalyst class is: 3. (4) Reactant: [NH2:1][C:2]([C:4]1[CH:5]=[N:6][C:7]2[C:12]([C:13]=1[NH:14][C:15]1[CH:16]=[C:17]([CH:23]=[CH:24][CH:25]=1)[C:18]([O:20]CC)=[O:19])=[CH:11][CH:10]=[C:9]([C:26]1[N:30]([CH3:31])[C:29]([CH3:32])=[N:28][CH:27]=1)[CH:8]=2)=[O:3].[OH-].[Na+]. Product: [NH2:1][C:2]([C:4]1[CH:5]=[N:6][C:7]2[C:12]([C:13]=1[NH:14][C:15]1[CH:16]=[C:17]([CH:23]=[CH:24][CH:25]=1)[C:18]([OH:20])=[O:19])=[CH:11][CH:10]=[C:9]([C:26]1[N:30]([CH3:31])[C:29]([CH3:32])=[N:28][CH:27]=1)[CH:8]=2)=[O:3]. The catalyst class is: 8.